This data is from Full USPTO retrosynthesis dataset with 1.9M reactions from patents (1976-2016). The task is: Predict the reactants needed to synthesize the given product. (1) Given the product [C:18]([O:17][C:15](=[O:16])[NH:8][CH:4]1[CH2:5][CH2:6][CH2:7][NH:2][CH2:3]1)([CH3:21])([CH3:20])[CH3:19], predict the reactants needed to synthesize it. The reactants are: Cl.[NH:2]1[CH2:7][CH2:6][CH2:5][C@@H:4]([NH2:8])[CH2:3]1.C(=O)([O-])[O-].[K+].[K+].[C:15](O[C:15]([O:17][C:18]([CH3:21])([CH3:20])[CH3:19])=[O:16])([O:17][C:18]([CH3:21])([CH3:20])[CH3:19])=[O:16]. (2) Given the product [Br:3][C:4]1[CH:9]=[CH:8][C:7]([C:10]([CH3:14])([CH3:11])[C:19]#[N:17])=[C:6]([Cl:13])[CH:5]=1, predict the reactants needed to synthesize it. The reactants are: [H-].[Na+].[Br:3][C:4]1[CH:9]=[CH:8][C:7]([CH2:10][C:11]#N)=[C:6]([Cl:13])[CH:5]=1.[CH3:14]I.C[N:17]([CH:19]=O)C. (3) Given the product [Cl:4][C:5]1[CH:6]=[C:7]([N:12]2[C:16]([C:17]3[CH:22]=[C:21]([F:23])[CH:20]=[C:19]([C:24]#[N:25])[CH:18]=3)=[CH:15][C:14]([C:26]([OH:28])=[O:27])=[N:13]2)[CH:8]=[CH:9][C:10]=1[F:11], predict the reactants needed to synthesize it. The reactants are: O.[OH-].[Li+].[Cl:4][C:5]1[CH:6]=[C:7]([N:12]2[C:16]([C:17]3[CH:22]=[C:21]([F:23])[CH:20]=[C:19]([C:24]#[N:25])[CH:18]=3)=[CH:15][C:14]([C:26]([O:28]CC)=[O:27])=[N:13]2)[CH:8]=[CH:9][C:10]=1[F:11].Cl. (4) Given the product [C:27]([C:14]1[CH:15]=[C:16]2[C:21](=[CH:22][C:13]=1[O:12][C:11]1[CH:29]=[CH:30][C:8]([C:6]([OH:7])=[O:5])=[CH:9][C:10]=1[CH3:31])[O:20][CH2:19][CH2:18][CH:17]2[C:23]([O:25][CH3:26])=[O:24])#[N:28], predict the reactants needed to synthesize it. The reactants are: C([O:5][C:6]([C:8]1[CH:30]=[CH:29][C:11]([O:12][C:13]2[CH:22]=[C:21]3[C:16]([CH:17]([C:23]([O:25][CH3:26])=[O:24])[CH2:18][CH2:19][O:20]3)=[CH:15][C:14]=2[C:27]#[N:28])=[C:10]([CH3:31])[CH:9]=1)=[O:7])(C)(C)C.C(O)(C(F)(F)F)=O. (5) Given the product [NH:11]1[C:15]2[CH:16]=[CH:17][CH:18]=[CH:19][C:14]=2[N:13]=[C:12]1[C@H:8]([NH:9][C:10]([NH:32][CH2:31][C:28]1[CH:29]=[CH:30][N:26]([CH2:25][C:24]([F:34])([F:33])[F:23])[N:27]=1)=[O:20])[CH2:7][C:6]1[CH:21]=[CH:22][C:3]([O:2][CH3:1])=[CH:4][CH:5]=1, predict the reactants needed to synthesize it. The reactants are: [CH3:1][O:2][C:3]1[CH:22]=[CH:21][C:6]([CH2:7][C@@H:8]2[C:12]3=[N:13][C:14]4[CH:19]=[CH:18][CH:17]=[CH:16][C:15]=4[N:11]3[C:10](=[O:20])[NH:9]2)=[CH:5][CH:4]=1.[F:23][C:24]([F:34])([F:33])[CH2:25][N:26]1[CH:30]=[CH:29][C:28]([CH2:31][NH2:32])=[N:27]1.C(O)(C(F)(F)F)=O. (6) The reactants are: Cl[C:2]1[N:7]=[CH:6][N:5]=[C:4]([NH:8][CH2:9][C:10]2([C:16]3[CH:21]=[CH:20][C:19]([O:22][CH2:23][CH2:24][CH2:25][N:26]4[CH2:30][CH2:29][CH2:28][CH2:27]4)=[CH:18][CH:17]=3)[CH2:15][CH2:14][O:13][CH2:12][CH2:11]2)[CH:3]=1.C(N(CC)CC)C. Given the product [N:26]1([CH2:25][CH2:24][CH2:23][O:22][C:19]2[CH:18]=[CH:17][C:16]([C:10]3([CH2:9][NH:8][C:4]4[CH:3]=[CH:2][N:7]=[CH:6][N:5]=4)[CH2:15][CH2:14][O:13][CH2:12][CH2:11]3)=[CH:21][CH:20]=2)[CH2:30][CH2:29][CH2:28][CH2:27]1, predict the reactants needed to synthesize it. (7) Given the product [NH2:1][C:2]1[N:11]=[C:10]([C:12]([N:14]2[CH2:22][C:21]3[C:16](=[CH:17][CH:18]=[CH:19][CH:20]=3)[CH2:15]2)=[O:13])[C:9]2[C:4](=[CH:5][CH:6]=[C:7]([C:23]([CH3:30])([CH2:27][CH2:28][CH3:29])[C:24]([NH:33][CH2:31][CH3:32])=[O:26])[CH:8]=2)[N:3]=1, predict the reactants needed to synthesize it. The reactants are: [NH2:1][C:2]1[N:11]=[C:10]([C:12]([N:14]2[CH2:22][C:21]3[C:16](=[CH:17][CH:18]=[CH:19][CH:20]=3)[CH2:15]2)=[O:13])[C:9]2[C:4](=[CH:5][CH:6]=[C:7]([C:23]([CH3:30])([CH2:27][CH2:28][CH3:29])[C:24]([OH:26])=O)[CH:8]=2)[N:3]=1.[CH2:31]([NH2:33])[CH3:32].